From a dataset of Full USPTO retrosynthesis dataset with 1.9M reactions from patents (1976-2016). Predict the reactants needed to synthesize the given product. (1) Given the product [C:10]([N:8]1[CH2:9][C:10](=[O:12])[N:11]([C:7](=[O:13])[CH3:6])[C:6]([CH2:5][C:4]2[CH:15]=[CH:16][CH:17]=[C:2]([F:1])[CH:3]=2)([CH3:14])[C:7]1=[O:13])(=[O:12])[CH3:9], predict the reactants needed to synthesize it. The reactants are: [F:1][C:2]1[CH:3]=[C:4]([CH:15]=[CH:16][CH:17]=1)[CH2:5][C:6]1([CH3:14])[NH:11][C:10](=[O:12])[CH2:9][NH:8][C:7]1=[O:13]. (2) The reactants are: [Br:1][C:2]1[C:3](=[O:9])[NH:4][C:5](=[O:8])[NH:6][N:7]=1.C1(P(C2C=CC=CC=2)C2C=CC=CC=2)C=CC=CC=1.[F:29][C:30]1([F:41])[O:34][C:33]2[CH:35]=[CH:36][C:37]([CH2:39]O)=[CH:38][C:32]=2[O:31]1.N(C(OC(C)(C)C)=O)=NC(OC(C)(C)C)=O. Given the product [Br:1][C:2]1[C:3](=[O:9])[N:4]([CH2:39][C:37]2[CH:36]=[CH:35][C:33]3[O:34][C:30]([F:41])([F:29])[O:31][C:32]=3[CH:38]=2)[C:5](=[O:8])[NH:6][N:7]=1, predict the reactants needed to synthesize it.